This data is from Reaction yield outcomes from USPTO patents with 853,638 reactions. The task is: Predict the reaction yield, written as a fraction of the theoretical maximum amount of product (1.0 means a 100% yield; for example, 0.34 means a 34% yield). (1) The reactants are [Cl:1][C:2]1[C:10]2[N:9]=[C:8]([NH:11][C:12]3[CH:17]=[CH:16][C:15]([Cl:18])=[CH:14][CH:13]=3)[N:7]([CH2:19][CH2:20][CH2:21][C:22](OCC)=[O:23])[C:6]=2[C:5]([CH:27]([CH2:30][CH3:31])[CH2:28][CH3:29])=[CH:4][CH:3]=1.[BH4-].[Li+].O. The catalyst is O1CCCC1. The product is [Cl:1][C:2]1[C:10]2[N:9]=[C:8]([NH:11][C:12]3[CH:17]=[CH:16][C:15]([Cl:18])=[CH:14][CH:13]=3)[N:7]([CH2:19][CH2:20][CH2:21][CH2:22][OH:23])[C:6]=2[C:5]([CH:27]([CH2:30][CH3:31])[CH2:28][CH3:29])=[CH:4][CH:3]=1. The yield is 0.690. (2) The reactants are I[C:2]1[CH:3]=[CH:4][C:5]2[N:6]([CH:8]=[C:9]([NH:11][C:12]([CH:14]3[CH2:19][CH2:18][O:17][CH2:16][CH2:15]3)=[O:13])[N:10]=2)[N:7]=1.[NH2:20][C:21]1[CH:22]=[C:23]([OH:27])[CH:24]=[CH:25][CH:26]=1.C(=O)([O-])[O-].[K+].[K+]. The catalyst is CN(C)C=O. The product is [NH2:20][C:21]1[CH:22]=[C:23]([CH:24]=[CH:25][CH:26]=1)[O:27][C:2]1[CH:3]=[CH:4][C:5]2[N:6]([CH:8]=[C:9]([NH:11][C:12]([CH:14]3[CH2:19][CH2:18][O:17][CH2:16][CH2:15]3)=[O:13])[N:10]=2)[N:7]=1. The yield is 0.490. (3) The reactants are [CH:1]1([O:4][C:5]2[CH:6]=[C:7]([C:15]3[N:24](COCC[Si](C)(C)C)[C:18]4[CH:19]=[N:20][NH:21][C:22](=[O:23])[C:17]=4[CH:16]=3)[CH:8]=[CH:9][C:10]=2[O:11][CH:12]([F:14])[F:13])[CH2:3][CH2:2]1.O1CCCC1.C(N)CN.[F-].C([N+](CCCC)(CCCC)CCCC)CCC. The catalyst is CCCCCC.O. The product is [CH:1]1([O:4][C:5]2[CH:6]=[C:7]([C:15]3[NH:24][C:18]4[CH:19]=[N:20][NH:21][C:22](=[O:23])[C:17]=4[CH:16]=3)[CH:8]=[CH:9][C:10]=2[O:11][CH:12]([F:13])[F:14])[CH2:2][CH2:3]1. The yield is 0.850. (4) The reactants are [OH:1][C:2]1[CH:11]=[CH:10][C:9]2[C:4](=[CH:5][CH:6]=[C:7]([O:12][CH3:13])[CH:8]=2)[C:3]=1[C:14]([C:16]1[CH:21]=[CH:20][C:19]([O:22][CH2:23][CH2:24][N:25]2[CH2:30][CH2:29][CH2:28][CH2:27][CH2:26]2)=[CH:18][CH:17]=1)=[O:15].N#N.N1C=CC=CC=1.[F:39][C:40]([F:46])([F:45])[S:41](Cl)(=[O:43])=[O:42]. The catalyst is C(Cl)Cl. The product is [CH3:13][O:12][C:7]1[CH:8]=[C:9]2[C:4](=[CH:5][CH:6]=1)[C:3]([C:14](=[O:15])[C:16]1[CH:21]=[CH:20][C:19]([O:22][CH2:23][CH2:24][N:25]3[CH2:30][CH2:29][CH2:28][CH2:27][CH2:26]3)=[CH:18][CH:17]=1)=[C:2]([O:1][S:41]([C:40]([F:46])([F:45])[F:39])(=[O:43])=[O:42])[CH:11]=[CH:10]2. The yield is 1.00. (5) The reactants are [CH3:1][C:2]1[C:6]([CH2:7][N:8]2[CH:12]=[C:11]([N:13]3[C:17](=[O:18])[CH2:16][NH:15][C:14]3=[O:19])[CH:10]=[N:9]2)=[C:5]([CH3:20])[O:4][N:3]=1.[C:21](=O)([O-])[O-].[Cs+].[Cs+].IC.O. The catalyst is CN(C=O)C. The product is [CH3:1][C:2]1[C:6]([CH2:7][N:8]2[CH:12]=[C:11]([N:13]3[C:17](=[O:18])[CH2:16][N:15]([CH3:21])[C:14]3=[O:19])[CH:10]=[N:9]2)=[C:5]([CH3:20])[O:4][N:3]=1. The yield is 0.800. (6) The reactants are [C:1]([O:5][C:6]([NH:8][C@H:9]1[CH2:14][C@@H:13]([CH3:15])[CH2:12][N:11]([C:16]2[CH:21]=[CH:20][N:19]=[CH:18][C:17]=2[NH:22][C:23]([C:25]2[C:34]([NH:35]C(=O)OCC3C=CC=CC=3)=[CH:33][C:32]3[C:27](=[CH:28][C:29]([C:46]4[CH2:47][CH2:48][N:49]([CH3:52])[CH2:50][CH:51]=4)=[CH:30][CH:31]=3)[N:26]=2)=[O:24])[CH2:10]1)=[O:7])([CH3:4])([CH3:3])[CH3:2]. The catalyst is CO.[Pd]. The product is [NH2:35][C:34]1[C:25]([C:23]([NH:22][C:17]2[CH:18]=[N:19][CH:20]=[CH:21][C:16]=2[N:11]2[CH2:12][C@H:13]([CH3:15])[CH2:14][C@H:9]([NH:8][C:6](=[O:7])[O:5][C:1]([CH3:4])([CH3:3])[CH3:2])[CH2:10]2)=[O:24])=[N:26][C:27]2[C:32]([CH:33]=1)=[CH:31][CH:30]=[C:29]([CH:46]1[CH2:51][CH2:50][N:49]([CH3:52])[CH2:48][CH2:47]1)[CH:28]=2. The yield is 0.900.